The task is: Regression. Given two drug SMILES strings and cell line genomic features, predict the synergy score measuring deviation from expected non-interaction effect.. This data is from Merck oncology drug combination screen with 23,052 pairs across 39 cell lines. Drug 1: CN1C(=O)C=CC2(C)C3CCC4(C)C(NC(=O)OCC(F)(F)F)CCC4C3CCC12. Drug 2: CC(=O)OC1C(=O)C2(C)C(O)CC3OCC3(OC(C)=O)C2C(OC(=O)c2ccccc2)C2(O)CC(OC(=O)C(O)C(NC(=O)c3ccccc3)c3ccccc3)C(C)=C1C2(C)C. Cell line: PA1. Synergy scores: synergy=4.17.